The task is: Predict which catalyst facilitates the given reaction.. This data is from Catalyst prediction with 721,799 reactions and 888 catalyst types from USPTO. (1) Reactant: [Br:1][C:2]1[CH:7]=[CH:6][N:5]=[C:4](F)[CH:3]=1.[CH2:9]([OH:16])[C:10]1[CH:15]=[CH:14][CH:13]=[CH:12][CH:11]=1.C1OCCOC2C(=CC=CC=2)OCCOCCOC2C(=CC=CC=2)OC1.[OH-].[K+]. Product: [CH2:9]([O:16][C:4]1[CH:3]=[C:2]([Br:1])[CH:7]=[CH:6][N:5]=1)[C:10]1[CH:15]=[CH:14][CH:13]=[CH:12][CH:11]=1. The catalyst class is: 11. (2) Reactant: [Br:1][C:2]1[C:3]([Cl:26])=[C:4]([C:9]2[C:10]([OH:25])=[N:11][C:12]3[C:17]([C:18]=2[O:19][C:20](=[O:24])[CH:21]([CH3:23])[CH3:22])=[CH:16][CH:15]=[CH:14][N:13]=3)[C:5]([F:8])=[CH:6][CH:7]=1.C(N(CC)C(C)C)(C)C.[F:36][CH:37]([F:47])[CH2:38]OS(C(F)(F)F)(=O)=O. Product: [Br:1][C:2]1[C:3]([Cl:26])=[C:4]([C:9]2[C:10](=[O:25])[N:11]([CH2:38][CH:37]([F:47])[F:36])[C:12]3[C:17]([C:18]=2[O:19][C:20](=[O:24])[CH:21]([CH3:23])[CH3:22])=[CH:16][CH:15]=[CH:14][N:13]=3)[C:5]([F:8])=[CH:6][CH:7]=1. The catalyst class is: 10. (3) The catalyst class is: 3. Product: [NH2:6][C:5]([NH2:7])=[N:4][C:21]([C:9]1[CH:10]=[CH:11][C:12]2[C:13]3[C:18](=[CH:17][CH:16]=[CH:15][CH:14]=3)[NH:19][C:20]=2[CH:8]=1)=[O:22]. Reactant: [H-].[Na+].Cl.[NH2:4][C:5]([NH2:7])=[NH:6].[CH:8]1[C:20]2[NH:19][C:18]3[C:13](=[CH:14][CH:15]=[CH:16][CH:17]=3)[C:12]=2[CH:11]=[CH:10][C:9]=1[C:21](OC)=[O:22]. (4) Product: [N:1]1[C:14]2[C:5](=[C:6]3[C:11](=[CH:12][CH:13]=2)[CH2:10][CH2:9][CH:8]([CH2:15][OH:16])[O:7]3)[CH:4]=[CH:3][CH:2]=1. The catalyst class is: 661. Reactant: [NH:1]1[C:14]2[C:5](=[C:6]3[C:11](=[CH:12][CH:13]=2)[CH2:10][CH2:9][CH:8]([CH2:15][OH:16])[O:7]3)[CH2:4][CH2:3][CH2:2]1. (5) Product: [Br:1][CH2:16][C:13]1[CH:14]=[CH:15][C:10]([F:9])=[N:11][CH:12]=1. Reactant: [Br:1]N1C(=O)CCC1=O.[F:9][C:10]1[CH:15]=[CH:14][C:13]([CH3:16])=[CH:12][N:11]=1. The catalyst class is: 340. (6) Reactant: C(OC([NH:8][C@H:9]([C@@H:13]([OH:16])[CH2:14][CH3:15])[C:10]([O-:12])=[O:11])=O)(C)(C)C. Product: [NH2:8][C@H:9]([C@@H:13]([OH:16])[CH2:14][CH3:15])[C:10]([OH:12])=[O:11]. The catalyst class is: 33. (7) Reactant: [Cl:1][C:2]1[C:7]([Cl:8])=[C:6]([C:9]([OH:18])([C:14]([F:17])([F:16])[F:15])[C:10]([F:13])([F:12])[F:11])[CH:5]=[CH:4][C:3]=1[C:19]1[S:23][C:22]([C:24]([O:26][CH2:27][CH3:28])=[O:25])=[N:21][C:20]=1[CH2:29][OH:30].C(O)(=[O:33])C.C(O)(=O)C.IC1C=CC=CC=1.CC1(C)N([O])C(C)(C)CCC1. Product: [Cl:1][C:2]1[C:7]([Cl:8])=[C:6]([C:9]([OH:18])([C:10]([F:13])([F:11])[F:12])[C:14]([F:15])([F:16])[F:17])[CH:5]=[CH:4][C:3]=1[C:19]1[S:23][C:22]([C:24]([O:26][CH2:27][CH3:28])=[O:25])=[N:21][C:20]=1[C:29]([OH:33])=[O:30]. The catalyst class is: 144.